From a dataset of Reaction yield outcomes from USPTO patents with 853,638 reactions. Predict the reaction yield, written as a fraction of the theoretical maximum amount of product (1.0 means a 100% yield; for example, 0.34 means a 34% yield). (1) The reactants are [CH3:1][C:2]1[CH:10]=[C:9]2[C:5]([CH:6]=[N:7][NH:8]2)=[CH:4][C:3]=1[OH:11].[C@@H]1(N)CCCC[C@H]1N.[O-]P([O-])([O-])=O.[K+].[K+].[K+].[F:28][C:29]1[CH:34]=[CH:33][C:32](I)=[CH:31][CH:30]=1. The catalyst is O1CCOCC1.CCOC(C)=O.[Cu]I. The product is [F:28][C:29]1[CH:34]=[CH:33][C:32]([N:8]2[C:9]3[C:5](=[CH:4][C:3]([OH:11])=[C:2]([CH3:1])[CH:10]=3)[CH:6]=[N:7]2)=[CH:31][CH:30]=1. The yield is 0.380. (2) The reactants are [C:1]([O:5][C:6]([N:8]1[C:12](=[O:13])[C:11]2([CH2:18][CH2:17][N:16]([S:19]([CH2:22][CH2:23][C:24]3[CH:29]=[CH:28][C:27]([C:30]([O:32][C:33]([CH3:36])([CH3:35])[CH3:34])=[O:31])=[CH:26][C:25]=3[CH3:37])(=[O:21])=[O:20])[CH2:15][CH2:14]2)[N:10]=[C:9]1[C:38]1[CH:43]=[C:42]([C:44]([F:47])([F:46])[F:45])[CH:41]=[C:40]([OH:48])[CH:39]=1)=[O:7])([CH3:4])([CH3:3])[CH3:2].[CH2:49](O)[CH2:50][C:51]#[CH:52]. No catalyst specified. The product is [C:1]([O:5][C:6]([N:8]1[C:12](=[O:13])[C:11]2([CH2:18][CH2:17][N:16]([S:19]([CH2:22][CH2:23][C:24]3[CH:29]=[CH:28][C:27]([C:30]([O:32][C:33]([CH3:34])([CH3:36])[CH3:35])=[O:31])=[CH:26][C:25]=3[CH3:37])(=[O:21])=[O:20])[CH2:15][CH2:14]2)[N:10]=[C:9]1[C:38]1[CH:43]=[C:42]([C:44]([F:46])([F:47])[F:45])[CH:41]=[C:40]([O:48][CH2:52][CH2:51][C:50]#[CH:49])[CH:39]=1)=[O:7])([CH3:2])([CH3:3])[CH3:4]. The yield is 0.710. (3) The reactants are [OH:1][C:2]1[CH:3]=[N:4][C:5]2[C:10]([C:11]=1[C:12]([OH:14])=[O:13])=[CH:9][CH:8]=[CH:7][CH:6]=2.Cl.[CH3:16]N(C)CCCN=C=NCC. The catalyst is C(Cl)Cl.CN(C)C1C=CN=CC=1.CO. The product is [OH:1][C:2]1[CH:3]=[N:4][C:5]2[C:10]([C:11]=1[C:12]([O:14][CH3:16])=[O:13])=[CH:9][CH:8]=[CH:7][CH:6]=2. The yield is 0.480. (4) The reactants are [N+:1]([C:4]1[CH:9]=[CH:8][C:7]([CH2:10][C:11]([NH:13][C:14]2[CH:22]=[CH:21][CH:20]=[CH:19][C:15]=2[C:16]([OH:18])=[O:17])=O)=[CH:6][CH:5]=1)([O-:3])=[O:2]. The catalyst is C(OC(=O)C)(=O)C. The product is [N+:1]([C:4]1[CH:9]=[CH:8][C:7]([CH2:10][C:11]2[O:17][C:16](=[O:18])[C:15]3[CH:19]=[CH:20][CH:21]=[CH:22][C:14]=3[N:13]=2)=[CH:6][CH:5]=1)([O-:3])=[O:2]. The yield is 0.810. (5) The reactants are Br[C:2]1[CH:9]=[CH:8][C:7]([OH:10])=[CH:6][C:3]=1[CH:4]=[O:5].C([O-])(=O)C.[K+].[B:16]1([B:16]2[O:20][C:19]([CH3:22])([CH3:21])[C:18]([CH3:24])([CH3:23])[O:17]2)[O:20][C:19]([CH3:22])([CH3:21])[C:18]([CH3:24])([CH3:23])[O:17]1. The catalyst is CS(C)=O.C1(P(C2C=CC=CC=2)[C-]2C=CC=C2)C=CC=CC=1.[C-]1(P(C2C=CC=CC=2)C2C=CC=CC=2)C=CC=C1.[Fe+2]. The product is [OH:10][C:7]1[CH:8]=[CH:9][C:2]([B:16]2[O:20][C:19]([CH3:22])([CH3:21])[C:18]([CH3:24])([CH3:23])[O:17]2)=[C:3]([CH:6]=1)[CH:4]=[O:5]. The yield is 1.09. (6) The catalyst is S([O-])([O-])(=O)=O.[Cu+2].ClCCCl. The reactants are [F:1][C:2]1[C:9]([F:10])=[CH:8][CH:7]=[CH:6][C:3]=1[CH:4]=O.[CH3:11][C:12]([S@:15]([NH2:17])=[O:16])([CH3:14])[CH3:13]. The yield is 0.930. The product is [F:1][C:2]1[C:9]([F:10])=[CH:8][CH:7]=[CH:6][C:3]=1/[CH:4]=[N:17]/[S@@:15]([C:12]([CH3:14])([CH3:13])[CH3:11])=[O:16]. (7) The reactants are Br[C:2]1[N:7]=[C:6]([NH:8][CH2:9][CH:10]2[CH2:15][CH2:14][O:13][CH2:12][CH2:11]2)[CH:5]=[CH:4][C:3]=1[Cl:16].[F:17][C:18]1[CH:23]=[C:22](B(O)O)[C:21]([F:27])=[CH:20][N:19]=1.C(=O)([O-])[O-].[Na+].[Na+].B(O)O. The catalyst is COCCOC.C1C=CC(P(C2C=CC=CC=2)[C-]2C=CC=C2)=CC=1.C1C=CC(P(C2C=CC=CC=2)[C-]2C=CC=C2)=CC=1.Cl[Pd]Cl.[Fe+2].C(Cl)Cl.O. The product is [Cl:16][C:3]1[C:2]([C:22]2[C:21]([F:27])=[CH:20][N:19]=[C:18]([F:17])[CH:23]=2)=[N:7][C:6]([NH:8][CH2:9][CH:10]2[CH2:15][CH2:14][O:13][CH2:12][CH2:11]2)=[CH:5][CH:4]=1. The yield is 0.650. (8) The reactants are [N:1]1[C:2]([CH2:10][N:11]([CH:25]2[C:34]3[N:33]=[CH:32][CH:31]=[CH:30][C:29]=3[CH2:28][CH2:27][CH2:26]2)[CH2:12][CH2:13][CH2:14][CH2:15][CH2:16][NH:17]C(=O)OC(C)(C)C)=[CH:3][N:4]2[CH:9]=[CH:8][CH:7]=[CH:6][C:5]=12.FC(F)(F)C(O)=O. The catalyst is CO. The product is [N:1]1[C:2]([CH2:10][N:11]([CH:25]2[C:34]3[N:33]=[CH:32][CH:31]=[CH:30][C:29]=3[CH2:28][CH2:27][CH2:26]2)[CH2:12][CH2:13][CH2:14][CH2:15][CH2:16][NH2:17])=[CH:3][N:4]2[CH:9]=[CH:8][CH:7]=[CH:6][C:5]=12. The yield is 0.850. (9) The reactants are Cl.[Cl:2][C:3]1[CH:8]=[CH:7][CH:6]=[C:5]([Cl:9])[C:4]=1[CH2:10][C:11](=[NH:13])[NH2:12].[Na].[C:15](OCC)(=[O:22])[CH2:16][C:17](OCC)=[O:18]. The catalyst is C(O)C. The product is [Cl:2][C:3]1[CH:8]=[CH:7][CH:6]=[C:5]([Cl:9])[C:4]=1[CH2:10][C:11]1[N:12]=[C:17]([OH:18])[CH:16]=[C:15]([OH:22])[N:13]=1. The yield is 0.764. (10) The reactants are [NH2:1][C:2]1[N:6]([C:7]2[CH:15]=[CH:14][C:10]([C:11]([OH:13])=O)=[C:9]([CH3:16])[CH:8]=2)[N:5]=[C:4]([C:17]([F:20])([F:19])[F:18])[C:3]=1[C:21]1[CH:26]=[C:25]([Cl:27])[CH:24]=[C:23]([Cl:28])[CH:22]=1.Cl.C(N=C=NCCCN(C)C)C.O[N:42]1[C:46]2[CH:47]=[CH:48][CH:49]=[CH:50][C:45]=2[N:44]=N1.C(N(CC)CC)C.NCC1C=CC=CN=1. The catalyst is CN(C=O)C.O. The product is [NH2:1][C:2]1[N:6]([C:7]2[CH:15]=[CH:14][C:10]([C:11]([NH:44][CH2:45][C:50]3[CH:49]=[CH:48][CH:47]=[CH:46][N:42]=3)=[O:13])=[C:9]([CH3:16])[CH:8]=2)[N:5]=[C:4]([C:17]([F:20])([F:19])[F:18])[C:3]=1[C:21]1[CH:22]=[C:23]([Cl:28])[CH:24]=[C:25]([Cl:27])[CH:26]=1. The yield is 0.610.